From a dataset of Peptide-MHC class I binding affinity with 185,985 pairs from IEDB/IMGT. Regression. Given a peptide amino acid sequence and an MHC pseudo amino acid sequence, predict their binding affinity value. This is MHC class I binding data. (1) The peptide sequence is EWSVATFYLF. The MHC is HLA-A23:01 with pseudo-sequence HLA-A23:01. The binding affinity (normalized) is 0.989. (2) The binding affinity (normalized) is 0.269. The peptide sequence is YMREVGAAL. The MHC is HLA-B35:01 with pseudo-sequence HLA-B35:01. (3) The MHC is HLA-B35:01 with pseudo-sequence HLA-B35:01. The binding affinity (normalized) is 0.0847. The peptide sequence is RFDEAIINY. (4) The peptide sequence is VTPNYADILL. The MHC is Mamu-A02 with pseudo-sequence Mamu-A02. The binding affinity (normalized) is 0.409. (5) The peptide sequence is ALRLATVGY. The MHC is HLA-B15:01 with pseudo-sequence HLA-B15:01. The binding affinity (normalized) is 0.750. (6) The peptide sequence is MMYTVSLGK. The MHC is HLA-B83:01 with pseudo-sequence HLA-B83:01. The binding affinity (normalized) is 0.213. (7) The peptide sequence is SSNPVMSRF. The MHC is HLA-A02:03 with pseudo-sequence HLA-A02:03. The binding affinity (normalized) is 0.0847.